Task: Predict which catalyst facilitates the given reaction.. Dataset: Catalyst prediction with 721,799 reactions and 888 catalyst types from USPTO (1) Product: [CH2:24]([O:6][C:7]1[CH:12]=[CH:11][C:10]([C:13]2[C:18]([N+:19]([O-:21])=[O:20])=[CH:17][CH:16]=[CH:15][N:14]=2)=[CH:9][C:8]=1[O:22][CH3:23])[CH3:25]. The catalyst class is: 6. Reactant: CN(C)C=O.[OH:6][C:7]1[CH:12]=[CH:11][C:10]([C:13]2[C:18]([N+:19]([O-:21])=[O:20])=[CH:17][CH:16]=[CH:15][N:14]=2)=[CH:9][C:8]=1[O:22][CH3:23].[CH2:24](I)[CH3:25].C(=O)([O-])[O-].[K+].[K+]. (2) Reactant: [CH2:1]([NH2:3])[CH3:2].Cl[C:5]1[N:6]=[N+:7]([O-:21])[C:8]2[CH:17]=[C:16]3[C:12]([CH2:13][CH:14]([N:18]([CH3:20])[CH3:19])[CH2:15]3)=[CH:11][C:9]=2[N:10]=1. Product: [CH2:1]([NH:3][C:5]1[N:6]=[N+:7]([O-:21])[C:8]2[CH:17]=[C:16]3[C:12]([CH2:13][CH:14]([N:18]([CH3:19])[CH3:20])[CH2:15]3)=[CH:11][C:9]=2[N:10]=1)[CH3:2]. The catalyst class is: 57. (3) Reactant: [C:1](Cl)(=[O:9])[O:2][C:3]1[CH:8]=[CH:7][CH:6]=[CH:5][CH:4]=1.[N+:11]([C:14]1[CH:15]=[C:16]([C:20]2[N:21]=[CH:22][NH:23][CH:24]=2)[CH:17]=[CH:18][CH:19]=1)([O-:13])=[O:12].N1C=CC=CC=1.O. Product: [N+:11]([C:14]1[CH:15]=[C:16]([C:20]2[N:21]=[CH:22][N:23]([C:1]([O:2][C:3]3[CH:8]=[CH:7][CH:6]=[CH:5][CH:4]=3)=[O:9])[CH:24]=2)[CH:17]=[CH:18][CH:19]=1)([O-:13])=[O:12]. The catalyst class is: 2. (4) Reactant: [Cl:1][C:2]1[CH:7]=[CH:6][C:5]([NH:8][C:9]([N:11]2[CH2:16][CH2:15][C:14](=[O:17])[CH2:13][CH2:12]2)=[O:10])=[CH:4][CH:3]=1.[BH4-].[Na+].Cl. Product: [Cl:1][C:2]1[CH:7]=[CH:6][C:5]([NH:8][C:9]([N:11]2[CH2:12][CH2:13][CH:14]([OH:17])[CH2:15][CH2:16]2)=[O:10])=[CH:4][CH:3]=1. The catalyst class is: 5. (5) Reactant: [OH:1][CH:2]1[C:11]2[C:6](=[CH:7][CH:8]=[C:9]([N:12]3[C:17](=[O:18])[C:16]([CH2:19][C:20]4[CH:25]=[CH:24][C:23]([C:26]5[CH:31]=[CH:30][CH:29]=[CH:28][C:27]=5[C:32]5[NH:36][C:35](=[O:37])[O:34][N:33]=5)=[CH:22][CH:21]=4)=[C:15]([CH2:38][CH2:39][CH3:40])[N:14]=[C:13]3[CH3:41])[CH:10]=2)[O:5][C:4]([CH3:43])([CH3:42])[CH2:3]1.CC(OI1(OC(C)=O)(OC(C)=O)OC(=O)C2C1=CC=CC=2)=O. Product: [CH3:42][C:4]1([CH3:43])[CH2:3][C:2](=[O:1])[C:11]2[C:6](=[CH:7][CH:8]=[C:9]([N:12]3[C:17](=[O:18])[C:16]([CH2:19][C:20]4[CH:21]=[CH:22][C:23]([C:26]5[CH:31]=[CH:30][CH:29]=[CH:28][C:27]=5[C:32]5[NH:36][C:35](=[O:37])[O:34][N:33]=5)=[CH:24][CH:25]=4)=[C:15]([CH2:38][CH2:39][CH3:40])[N:14]=[C:13]3[CH3:41])[CH:10]=2)[O:5]1. The catalyst class is: 96. (6) Reactant: Cl[C:2]1[N:7]=[C:6]([N:8]2[C@@H:12]([CH:13]([CH3:15])[CH3:14])[CH2:11][O:10][C:9]2=[O:16])[CH:5]=[CH:4][N:3]=1.Cl.C[NH:19][CH2:20][C:21]#[CH:22].[CH:23](N(C(C)C)CC)(C)C. Product: [CH:13]([C@H:12]1[CH2:11][O:10][C:9](=[O:16])[N:8]1[C:6]1[CH:5]=[CH:4][N:3]=[C:2]([NH:19][C@@H:20]([CH3:23])[C:21]#[CH:22])[N:7]=1)([CH3:15])[CH3:14]. The catalyst class is: 197. (7) Reactant: CC(C)([O-])C.[K+].[CH:7]([C:10]1[NH:14][N:13]=[C:12]([C:15]([NH2:17])=[O:16])[C:11]=1[NH:18][C:19](=O)[CH2:20][C@@H:21]1[CH2:26][CH2:25][CH2:24][CH2:23][C@H:22]1[N:27]=[N+:28]=[N-:29])([CH3:9])[CH3:8]. Product: [N:27]([C@@H:22]1[CH2:23][CH2:24][CH2:25][CH2:26][C@H:21]1[CH2:20][C:19]1[NH:17][C:15](=[O:16])[C:12]2[NH:13][N:14]=[C:10]([CH:7]([CH3:9])[CH3:8])[C:11]=2[N:18]=1)=[N+:28]=[N-:29]. The catalyst class is: 32. (8) Reactant: [CH3:1][O:2][C:3]([C:5]1[C:13]2[C:8](=[CH:9][CH:10]=[C:11]([NH2:14])[CH:12]=2)[NH:7][N:6]=1)=[O:4].COC(C1C2C(=C(N)C=CC=2)NN=1)=O.C(N(CC)C(C)C)(C)C.Cl[CH2:39][CH2:40][O:41][CH2:42][CH2:43]Cl. Product: [CH3:1][O:2][C:3]([C:5]1[C:13]2[C:8](=[CH:9][CH:10]=[C:11]([N:14]3[CH2:43][CH2:42][O:41][CH2:40][CH2:39]3)[CH:12]=2)[NH:7][N:6]=1)=[O:4]. The catalyst class is: 589. (9) Reactant: [CH:1]([C:3]([C:5]1[CH:10]=[CH:9][C:8]([OH:11])=[CH:7][CH:6]=1)=[O:4])=[CH2:2].[CH2:12]([C:19]1[CH:24]=[CH:23][C:22]([C:25]2[CH:30]=[CH:29][C:28]([C:31](O)=[O:32])=[CH:27][CH:26]=2)=[CH:21][CH:20]=1)[CH2:13][CH2:14][CH2:15][CH2:16][CH2:17][CH3:18].C1CCC(N=C=NC2CCCCC2)CC1. Product: [CH:1]([C:3]([C:5]1[CH:6]=[CH:7][C:8]([O:11][C:31]([C:28]2[CH:27]=[CH:26][C:25]([C:22]3[CH:23]=[CH:24][C:19]([CH2:12][CH2:13][CH2:14][CH2:15][CH2:16][CH2:17][CH3:18])=[CH:20][CH:21]=3)=[CH:30][CH:29]=2)=[O:32])=[CH:9][CH:10]=1)=[O:4])=[CH2:2]. The catalyst class is: 2.